From a dataset of Peptide-MHC class II binding affinity with 134,281 pairs from IEDB. Regression. Given a peptide amino acid sequence and an MHC pseudo amino acid sequence, predict their binding affinity value. This is MHC class II binding data. The binding affinity (normalized) is 0.0447. The peptide sequence is DFGNSYIAEMETESW. The MHC is DRB1_0701 with pseudo-sequence DRB1_0701.